From a dataset of Catalyst prediction with 721,799 reactions and 888 catalyst types from USPTO. Predict which catalyst facilitates the given reaction. (1) Reactant: [Cl:1][C:2]1[CH:7]=[C:6]2[NH:8][C:9](=[O:41])[C:10]3([CH:15]([C:16]4[CH:21]=[C:20]([Cl:22])[CH:19]=[CH:18][C:17]=4[O:23][C:24]4([C:28]([O:30][CH3:31])=[O:29])[CH2:27][CH2:26][CH2:25]4)[CH2:14][C:13](=O)[NH:12][CH:11]3[C:33]3[CH:38]=[C:37]([F:39])[CH:36]=[CH:35][C:34]=3[CH3:40])[C:5]2=[CH:4][CH:3]=1.P12(SP3(SP(SP(S3)(S1)=S)(=S)S2)=S)=[S:43]. Product: [Cl:1][C:2]1[CH:7]=[C:6]2[NH:8][C:9](=[O:41])[C:10]3([CH:15]([C:16]4[CH:21]=[C:20]([Cl:22])[CH:19]=[CH:18][C:17]=4[O:23][C:24]4([C:28]([O:30][CH3:31])=[O:29])[CH2:27][CH2:26][CH2:25]4)[CH2:14][C:13](=[S:43])[NH:12][CH:11]3[C:33]3[CH:38]=[C:37]([F:39])[CH:36]=[CH:35][C:34]=3[CH3:40])[C:5]2=[CH:4][CH:3]=1. The catalyst class is: 182. (2) Reactant: O=[C:2]1[CH2:7][CH2:6][N:5]([C:8]([O:10][C:11]([CH3:14])([CH3:13])[CH3:12])=[O:9])[CH2:4][CH2:3]1.[NH:15]1[CH2:20][CH2:19][O:18][CH2:17][CH2:16]1. Product: [O:18]1[CH2:19][CH2:20][N:15]([C:2]2[CH2:7][CH2:6][N:5]([C:8]([O:10][C:11]([CH3:14])([CH3:13])[CH3:12])=[O:9])[CH2:4][CH:3]=2)[CH2:16][CH2:17]1. The catalyst class is: 11. (3) Reactant: C[O:2][C:3]1[N:8]=[C:7]([CH2:9][CH2:10][C:11]2[CH:16]=[CH:15][CH:14]=[CH:13][CH:12]=2)[CH:6]=[CH:5][N:4]=1. Product: [CH2:9]([C:7]1[CH:6]=[CH:5][NH:4][C:3](=[O:2])[N:8]=1)[CH2:10][C:11]1[CH:12]=[CH:13][CH:14]=[CH:15][CH:16]=1. The catalyst class is: 33. (4) Reactant: C([O:4][CH2:5][CH2:6][CH2:7][CH2:8][N:9]1[C:21]2[CH:20]=[CH:19][CH:18]=[CH:17][C:16]=2[C:15]2[C:10]1=[CH:11][CH:12]=[CH:13][CH:14]=2)(=O)C.O.[OH-].[Li+]. Product: [CH:11]1[C:10]2[N:9]([CH2:8][CH2:7][CH2:6][CH2:5][OH:4])[C:21]3[C:16](=[CH:17][CH:18]=[CH:19][CH:20]=3)[C:15]=2[CH:14]=[CH:13][CH:12]=1. The catalyst class is: 1. (5) Reactant: [CH3:1][O:2][C:3]([C:5]1[S:6][C:7]([C:12]2[CH:17]=[CH:16][CH:15]=[CH:14][CH:13]=2)=[C:8]([CH3:11])[C:9]=1[NH2:10])=[O:4].C(=O)([O-])[O-].[K+].[K+].[Cl:24][C:25]1[C:26](Cl)=[N:27][C:28]([Cl:31])=[N:29][CH:30]=1. Product: [CH3:1][O:2][C:3]([C:5]1[S:6][C:7]([C:12]2[CH:17]=[CH:16][CH:15]=[CH:14][CH:13]=2)=[C:8]([CH3:11])[C:9]=1[NH:10][C:26]1[C:25]([Cl:24])=[CH:30][N:29]=[C:28]([Cl:31])[N:27]=1)=[O:4]. The catalyst class is: 39. (6) Reactant: [NH2:1][C:2]1[O:3][CH2:4][C@:5]2([N:25]=1)[C:18]1[CH:17]=[C:16]([C:19]#[C:20][CH:21]3[CH2:23][CH2:22]3)[CH:15]=[CH:14][C:13]=1[O:12][C:11]1[C:6]2=[CH:7][C:8]([OH:24])=[CH:9][CH:10]=1.C(=O)([O-])[O-].[Cs+].[Cs+].CN(C=O)C.I[CH2:38][C:39]([O:42][CH3:43])([CH3:41])[CH3:40]. Product: [CH:21]1([C:20]#[C:19][C:16]2[CH:15]=[CH:14][C:13]3[O:12][C:11]4[C:6](=[CH:7][C:8]([O:24][CH2:38][C:39]([O:42][CH3:43])([CH3:41])[CH3:40])=[CH:9][CH:10]=4)[C@:5]4([CH2:4][O:3][C:2]([NH2:1])=[N:25]4)[C:18]=3[CH:17]=2)[CH2:23][CH2:22]1. The catalyst class is: 238. (7) The catalyst class is: 772. Product: [CH3:20][Si:19]([CH3:22])([CH3:21])[CH2:18][CH2:17][O:16][CH2:15][N:6]1[C:7]2[CH:12]=[N:11][C:10]([C:13]#[N:14])=[CH:9][C:8]=2[C:4]2[CH:3]=[CH:2][CH:24]=[N:23][C:5]1=2. Reactant: Br[C:2]1[CH:24]=[N:23][C:5]2[N:6]([CH2:15][O:16][CH2:17][CH2:18][Si:19]([CH3:22])([CH3:21])[CH3:20])[C:7]3[CH:12]=[N:11][C:10]([C:13]#[N:14])=[CH:9][C:8]=3[C:4]=2[CH:3]=1.C([O-])=O.[NH4+]. (8) Reactant: [C:1]([O:5][C:6]([N:8]1[CH2:13][CH2:12][CH:11]([NH2:14])[CH2:10][CH2:9]1)=[O:7])([CH3:4])([CH3:3])[CH3:2].Cl[C:16]1[N:23]=[CH:22][CH:21]=[CH:20][C:17]=1[C:18]#[N:19].C(=O)([O-])[O-].[K+].[K+].CS(C)=O. Product: [C:1]([O:5][C:6]([N:8]1[CH2:13][CH2:12][CH:11]([NH:14][C:16]2[C:17]([C:18]#[N:19])=[CH:20][CH:21]=[CH:22][N:23]=2)[CH2:10][CH2:9]1)=[O:7])([CH3:4])([CH3:2])[CH3:3]. The catalyst class is: 13. (9) Reactant: C(OC([N:8]1[CH2:13][CH2:12][CH2:11][CH:10]([CH2:14][N:15]2[C:19]3=[N:20][C:21]([Cl:24])=[N:22][CH:23]=[C:18]3[CH:17]=[N:16]2)[CH2:9]1)=O)(C)(C)C.FC(F)(F)C(O)=O. Product: [Cl:24][C:21]1[N:20]=[C:19]2[N:15]([CH2:14][CH:10]3[CH2:11][CH2:12][CH2:13][NH:8][CH2:9]3)[N:16]=[CH:17][C:18]2=[CH:23][N:22]=1. The catalyst class is: 4. (10) Reactant: [C:1]([NH:5][S:6]([C:9]1[CH:14]=[CH:13][C:12]([CH3:15])=[CH:11][C:10]=1[F:16])(=[O:8])=[O:7])([CH3:4])([CH3:3])[CH3:2].C1C(=O)N([Br:24])C(=O)C1. Product: [Br:24][CH2:15][C:12]1[CH:13]=[CH:14][C:9]([S:6]([NH:5][C:1]([CH3:4])([CH3:3])[CH3:2])(=[O:7])=[O:8])=[C:10]([F:16])[CH:11]=1. The catalyst class is: 855.